Dataset: Catalyst prediction with 721,799 reactions and 888 catalyst types from USPTO. Task: Predict which catalyst facilitates the given reaction. (1) Reactant: [NH2:1][C:2]1[CH:9]=[CH:8][CH:7]=[C:6]([C:10]#[C:11][C:12]([CH3:15])([CH3:14])[CH3:13])[C:3]=1[C:4]#[N:5]. Product: [NH2:1][C:2]1[CH:9]=[CH:8][CH:7]=[C:6]([CH2:10][CH2:11][C:12]([CH3:15])([CH3:14])[CH3:13])[C:3]=1[C:4]#[N:5]. The catalyst class is: 591. (2) Reactant: [F:1][C:2]([F:15])([F:14])[C:3]1[CH:8]=[CH:7][C:6]([C:9]2[CH:13]=[CH:12][NH:11][N:10]=2)=[CH:5][CH:4]=1.[CH3:16][C:17]([CH3:22])([CH3:21])[C@@H:18]1[O:20][CH2:19]1.C(N(CC)CC)C. Product: [CH3:16][C:17]([CH3:22])([CH3:21])[C@H:18]([OH:20])[CH2:19][N:11]1[CH:12]=[CH:13][C:9]([C:6]2[CH:5]=[CH:4][C:3]([C:2]([F:1])([F:14])[F:15])=[CH:8][CH:7]=2)=[N:10]1. The catalyst class is: 32.